From a dataset of Catalyst prediction with 721,799 reactions and 888 catalyst types from USPTO. Predict which catalyst facilitates the given reaction. Reactant: C(=O)([O-])[O-].[K+].[K+].C([O:10][C:11]1[CH:16]=[CH:15][CH:14]=[C:13]([C:17]([NH:19][CH2:20][C:21]2[CH:26]=[CH:25][CH:24]=[CH:23][N:22]=2)=[O:18])[CH:12]=1)(=O)C. Product: [OH:10][C:11]1[CH:12]=[C:13]([CH:14]=[CH:15][CH:16]=1)[C:17]([NH:19][CH2:20][C:21]1[CH:26]=[CH:25][CH:24]=[CH:23][N:22]=1)=[O:18]. The catalyst class is: 72.